The task is: Predict which catalyst facilitates the given reaction.. This data is from Catalyst prediction with 721,799 reactions and 888 catalyst types from USPTO. (1) Reactant: [CH3:1][N:2]1[C:6]([C:7](=[N:13][O:14][CH2:15][C:16]2[N:21]=[C:20]([N:22]3C(=O)C4C(=CC=CC=4)C3=O)[CH:19]=[CH:18][CH:17]=2)[C:8]2[CH:12]=[CH:11][S:10][CH:9]=2)=[CH:5][N:4]=[CH:3]1.O.NN. Product: [CH3:1][N:2]1[C:6]([C:7](=[N:13][O:14][CH2:15][C:16]2[N:21]=[C:20]([NH2:22])[CH:19]=[CH:18][CH:17]=2)[C:8]2[CH:12]=[CH:11][S:10][CH:9]=2)=[CH:5][N:4]=[CH:3]1. The catalyst class is: 7. (2) Reactant: COC1C=C(OC)C=CC=1C[N:6]([C:20]1[S:24][N:23]=[CH:22][N:21]=1)[S:7]([C:10]1[CH:19]=[CH:18][C:13]2[NH:14][C:15](=[O:17])[O:16][C:12]=2[CH:11]=1)(=[O:9])=[O:8].[CH:31]1[C:40]2[C:35](=[CH:36][CH:37]=[CH:38][C:39]=2[C@@H:41](O)[CH3:42])[CH:34]=[CH:33][N:32]=1.C1(P(C2C=CC=CC=2)C2C=CC=CC=2)C=CC=CC=1.N(/C(OC(C)(C)C)=O)=N\C(OC(C)(C)C)=O. Product: [CH:31]1[C:40]2[C:35](=[CH:36][CH:37]=[CH:38][C:39]=2[C@H:41]([N:14]2[C:13]3[CH:18]=[CH:19][C:10]([S:7]([NH:6][C:20]4[S:24][N:23]=[CH:22][N:21]=4)(=[O:8])=[O:9])=[CH:11][C:12]=3[O:16][C:15]2=[O:17])[CH3:42])[CH:34]=[CH:33][N:32]=1. The catalyst class is: 1. (3) Reactant: [C:1](=[O:4])([O-])[O-:2].[K+].[K+].[C:7](O)(=[S:9])C.[Br:11][C:12]1[CH:17]=[CH:16][C:15](F)=[C:14]([N+:19]([O-:21])=[O:20])[CH:13]=1. Product: [Br:11][C:12]1[CH:17]=[CH:16][C:15]([S:9][CH2:7][C:1]([OH:2])=[O:4])=[C:14]([N+:19]([O-:21])=[O:20])[CH:13]=1. The catalyst class is: 173. (4) Reactant: [Cl:1][C:2]1[CH:7]=[C:6]([Cl:8])[CH:5]=[CH:4][C:3]=1[C:9]1[C:14]([O:15]C)=[CH:13][CH:12]=[CH:11][C:10]=1[F:17]. Product: [Cl:1][C:2]1[CH:7]=[C:6]([Cl:8])[CH:5]=[CH:4][C:3]=1[C:9]1[C:14]([OH:15])=[CH:13][CH:12]=[CH:11][C:10]=1[F:17]. The catalyst class is: 201. (5) Reactant: S(Cl)([Cl:3])=O.[O:5]=[C:6]1[NH:10][C:9](=[O:11])[CH:8]([CH2:12][C:13]2[CH:23]=[CH:22][C:16]([O:17][CH2:18][C:19](O)=[O:20])=[CH:15][CH:14]=2)[S:7]1. Product: [O:5]=[C:6]1[NH:10][C:9](=[O:11])[CH:8]([CH2:12][C:13]2[CH:23]=[CH:22][C:16]([O:17][CH2:18][C:19]([Cl:3])=[O:20])=[CH:15][CH:14]=2)[S:7]1. The catalyst class is: 529. (6) Reactant: C(N)CN.[Cl:5][C:6]1[CH:7]=[C:8]([C:12]2[N:13]=[C:14]([CH2:17][N:18]3C(=O)C4C(=CC=CC=4)C3=O)[S:15][CH:16]=2)[CH:9]=[CH:10][CH:11]=1. Product: [Cl:5][C:6]1[CH:7]=[C:8]([C:12]2[N:13]=[C:14]([CH2:17][NH2:18])[S:15][CH:16]=2)[CH:9]=[CH:10][CH:11]=1. The catalyst class is: 1. (7) The catalyst class is: 27. Reactant: [CH3:1][O:2][C:3]1[CH:4]=[C:5]([NH:11][C:12]([C:14]2[CH:35]=[CH:34][C:17]3[N:18]=[C:19]([N:21]4[CH2:26][CH2:25][N:24](C(OC(C)(C)C)=O)[CH2:23][CH2:22]4)[S:20][C:16]=3[CH:15]=2)=[O:13])[CH:6]=[CH:7][C:8]=1[O:9][CH3:10].FC(F)(F)C(O)=O. Product: [CH3:1][O:2][C:3]1[CH:4]=[C:5]([NH:11][C:12]([C:14]2[CH:35]=[CH:34][C:17]3[N:18]=[C:19]([N:21]4[CH2:26][CH2:25][NH:24][CH2:23][CH2:22]4)[S:20][C:16]=3[CH:15]=2)=[O:13])[CH:6]=[CH:7][C:8]=1[O:9][CH3:10].